Dataset: Peptide-MHC class II binding affinity with 134,281 pairs from IEDB. Task: Regression. Given a peptide amino acid sequence and an MHC pseudo amino acid sequence, predict their binding affinity value. This is MHC class II binding data. (1) The peptide sequence is ETALKKAITAMSE. The binding affinity (normalized) is 0.299. The MHC is DRB5_0101 with pseudo-sequence DRB5_0101. (2) The peptide sequence is EKKYFTATQFEPLAA. The MHC is HLA-DQA10401-DQB10402 with pseudo-sequence HLA-DQA10401-DQB10402. The binding affinity (normalized) is 0.381. (3) The binding affinity (normalized) is 0.842. The peptide sequence is KLNNQFGSMPALTIA. The MHC is DRB1_1101 with pseudo-sequence DRB1_1101. (4) The peptide sequence is GLVPKLDAAYSVAYK. The MHC is DRB1_0301 with pseudo-sequence DRB1_0301. The binding affinity (normalized) is 0.545. (5) The peptide sequence is CGKYLFNWAVRTKLKLT. The MHC is DRB1_1501 with pseudo-sequence DRB1_1501. The binding affinity (normalized) is 0. (6) The peptide sequence is NTSYRLISCNTSVI. The MHC is HLA-DQA10101-DQB10501 with pseudo-sequence HLA-DQA10101-DQB10501. The binding affinity (normalized) is 0.405.